Dataset: Reaction yield outcomes from USPTO patents with 853,638 reactions. Task: Predict the reaction yield, written as a fraction of the theoretical maximum amount of product (1.0 means a 100% yield; for example, 0.34 means a 34% yield). (1) The reactants are [F:1][C:2]([F:7])([F:6])[C:3](O)=O.[O:8]([CH2:15][C:16]1[CH:24]=[C:19]2C=[N:21][CH2:22][CH2:23][N:18]2[N:17]=1)[C:9]1[CH:14]=[CH:13][CH:12]=[CH:11][CH:10]=1.F.[K].C[Si](C(F)(F)F)(C)C.C([O-])([O-])=O.[Na+].[Na+]. The product is [O:8]([CH2:15][C:16]1[CH:24]=[C:19]2[CH:3]([C:2]([F:7])([F:6])[F:1])[NH:21][CH2:22][CH2:23][N:18]2[N:17]=1)[C:9]1[CH:10]=[CH:11][CH:12]=[CH:13][CH:14]=1. The yield is 0.630. The catalyst is CC#N.CN(C=O)C.O. (2) The reactants are [NH2:1][C:2]1[S:3][CH:4]=[CH:5][N:6]=1.[CH3:7][C:8]([CH3:39])([CH3:38])[CH2:9][NH:10][C:11]([C:13]1[CH:18]=[CH:17][C:16]([C:19]2[C:24]([CH3:25])=[C:23]([F:26])[CH:22]=[C:21]([C:27](O)=[O:28])[CH:20]=2)=[C:15]([C:30]([NH:32][C:33]2[S:34][CH:35]=[CH:36][N:37]=2)=[O:31])[CH:14]=1)=[O:12].Cl.CN(C)CCCN=C=NCC. The catalyst is CN(C)C1C=CN=CC=1.ClCCl. The product is [CH3:7][C:8]([CH3:39])([CH3:38])[CH2:9][NH:10][C:11]([C:13]1[CH:14]=[C:15]([C:30]([NH:32][C:33]2[S:34][CH:35]=[CH:36][N:37]=2)=[O:31])[C:16]([C:19]2[C:24]([CH3:25])=[C:23]([F:26])[CH:22]=[C:21]([C:27]([NH:1][C:2]3[S:3][CH:4]=[CH:5][N:6]=3)=[O:28])[CH:20]=2)=[CH:17][CH:18]=1)=[O:12]. The yield is 0.430. (3) The reactants are [Cl:1][C:2]1[N:3]=[C:4]2[C:9](=[CH:10][CH:11]=1)[N:8]=[CH:7][C:6]([C:12](=[O:14])[CH3:13])=[C:5]2[NH:15][C@H:16]1[CH2:21][CH2:20][C@H:19]([CH2:22][N:23]([CH3:25])[CH3:24])[CH2:18][CH2:17]1.CC1(C)C(C)(C)OB([C:34]2[CH:35]=[CH:36][C:37]([C:40]#[N:41])=[N:38][CH:39]=2)O1.C1(N)C(F)=C(F)C(F)=C(N)C=1F.[ClH:55].Cl. No catalyst specified. The product is [ClH:1].[ClH:55].[C:12]([C:6]1[C:5]([NH:15][C@H:16]2[CH2:21][CH2:20][C@H:19]([CH2:22][N:23]([CH3:25])[CH3:24])[CH2:18][CH2:17]2)=[C:4]2[C:9]([CH:10]=[CH:11][C:2]([C:34]3[CH:35]=[CH:36][C:37]([C:40]#[N:41])=[N:38][CH:39]=3)=[N:3]2)=[N:8][CH:7]=1)(=[O:14])[CH3:13]. The yield is 0.950. (4) The reactants are C(OC(=O)[NH:7][CH:8]1[CH2:13][CH2:12][N:11]([C:14]2[NH:15][C:16](=[O:37])[C:17]([C:29]3[CH:34]=[CH:33][C:32]([O:35][CH3:36])=[CH:31][CH:30]=3)=[C:18]([C:20]3[CH:25]=[CH:24][C:23]([C:26]#[N:27])=[C:22]([F:28])[CH:21]=3)[N:19]=2)[CH2:10][CH2:9]1)(C)(C)C.Cl. The catalyst is CC(=O)OCC. The product is [NH2:7][CH:8]1[CH2:13][CH2:12][N:11]([C:14]2[NH:15][C:16](=[O:37])[C:17]([C:29]3[CH:30]=[CH:31][C:32]([O:35][CH3:36])=[CH:33][CH:34]=3)=[C:18]([C:20]3[CH:25]=[CH:24][C:23]([C:26]#[N:27])=[C:22]([F:28])[CH:21]=3)[N:19]=2)[CH2:10][CH2:9]1. The yield is 0.400. (5) The reactants are C(O[K])(C)(C)C.CC(O)(C)C.[C:12]([O:20]C)(=[O:19])[CH2:13][CH2:14][C:15]([O:17][CH3:18])=[O:16].[CH2:22]([C:29]1([CH:32]=O)[CH2:31][CH2:30]1)[C:23]1[CH:28]=[CH:27][CH:26]=[CH:25][CH:24]=1. No catalyst specified. The product is [CH3:18][O:17][C:15](=[O:16])/[C:14](=[CH:32]\[C:29]1([CH2:22][C:23]2[CH:24]=[CH:25][CH:26]=[CH:27][CH:28]=2)[CH2:30][CH2:31]1)/[CH2:13][C:12]([OH:20])=[O:19]. The yield is 0.918. (6) The reactants are Cl[C:2]1[C:11]2[C:6](=[CH:7][CH:8]=[CH:9][CH:10]=2)[C:5]([CH2:12][C:13]2[CH:18]=[CH:17][N:16]=[CH:15][CH:14]=2)=[N:4][N:3]=1.[F:19][C:20]1[C:28]([OH:29])=[CH:27][CH:26]=[C:25]2[C:21]=1[CH:22]=[CH:23][NH:24]2.C(=O)([O-])[O-].[Cs+].[Cs+]. The catalyst is CN(C=O)C. The product is [F:19][C:20]1[C:28]([O:29][C:2]2[C:11]3[C:6](=[CH:7][CH:8]=[CH:9][CH:10]=3)[C:5]([CH2:12][C:13]3[CH:18]=[CH:17][N:16]=[CH:15][CH:14]=3)=[N:4][N:3]=2)=[CH:27][CH:26]=[C:25]2[C:21]=1[CH:22]=[CH:23][NH:24]2. The yield is 0.220. (7) The reactants are [Cl:1][C:2]1[C:7]([Cl:8])=[CH:6][CH:5]=[CH:4][C:3]=1[CH:9](O)[CH2:10][C:11]1[CH:16]=[CH:15][N:14]=[CH:13][CH:12]=1.P([N:34]=[N+:35]=[N-:36])(=O)(OC1C=CC=CC=1)OC1C=CC=CC=1.C1CCN2C(=NCCC2)CC1.ClC1C(Cl)=CC=CC=1C=CC1C=CN=CC=1. The catalyst is C1COCC1. The product is [N:34]([CH:9]([C:3]1[CH:4]=[CH:5][CH:6]=[C:7]([Cl:8])[C:2]=1[Cl:1])[CH2:10][C:11]1[CH:16]=[CH:15][N:14]=[CH:13][CH:12]=1)=[N+:35]=[N-:36]. The yield is 0.460. (8) The reactants are [F:1][CH2:2][C:3]([C:7]1[CH:11]=[C:10]([NH:12][C:13](=[O:21])OC2C=CC=CC=2)[N:9]([C:22]2[CH:27]=[CH:26][CH:25]=[CH:24][CH:23]=2)[N:8]=1)([CH3:6])[CH2:4][F:5].[CH3:28][O:29][C:30]1[CH:31]=[C:32]2[C:37](=[CH:38][C:39]=1[O:40][CH2:41][CH2:42][O:43][CH3:44])[N:36]=[CH:35][N:34]=[C:33]2[O:45][C:46]1[CH:47]=[C:48]([CH:50]=[CH:51][CH:52]=1)[NH2:49].C(N(CC)C(C)C)(C)C. The catalyst is C1COCC1. The product is [F:1][CH2:2][C:3]([C:7]1[CH:11]=[C:10]([NH:12][C:13]([NH:49][C:48]2[CH:50]=[CH:51][CH:52]=[C:46]([O:45][C:33]3[C:32]4[C:37](=[CH:38][C:39]([O:40][CH2:41][CH2:42][O:43][CH3:44])=[C:30]([O:29][CH3:28])[CH:31]=4)[N:36]=[CH:35][N:34]=3)[CH:47]=2)=[O:21])[N:9]([C:22]2[CH:23]=[CH:24][CH:25]=[CH:26][CH:27]=2)[N:8]=1)([CH3:6])[CH2:4][F:5]. The yield is 0.430. (9) The reactants are C(O)(=O)C.[Cl:5][C:6]1[CH:11]=[C:10]([N+:12]([O-])=O)[CH:9]=[C:8]([C:15]([F:18])([F:17])[F:16])[C:7]=1[NH2:19]. The catalyst is O1CCCC1.[Zn]. The product is [Cl:5][C:6]1[CH:11]=[C:10]([NH2:12])[CH:9]=[C:8]([C:15]([F:18])([F:17])[F:16])[C:7]=1[NH2:19]. The yield is 0.830. (10) The reactants are Br[C:2]1[N:7]=[N:6][C:5]([NH2:8])=[N:4][C:3]=1[C:9]1[CH:14]=[CH:13][CH:12]=[CH:11][CH:10]=1.[F:15][C:16]1[CH:21]=[CH:20][C:19]([OH:22])=[CH:18][C:17]=1[C:23]([F:26])([F:25])[F:24]. No catalyst specified. The product is [F:15][C:16]1[CH:21]=[CH:20][C:19]([O:22][C:2]2[N:7]=[N:6][C:5]([NH2:8])=[N:4][C:3]=2[C:9]2[CH:14]=[CH:13][CH:12]=[CH:11][CH:10]=2)=[CH:18][C:17]=1[C:23]([F:24])([F:25])[F:26]. The yield is 0.360.